Dataset: Full USPTO retrosynthesis dataset with 1.9M reactions from patents (1976-2016). Task: Predict the reactants needed to synthesize the given product. Given the product [Cl:23][C:24]1[CH:29]=[CH:28][C:27]([Cl:30])=[CH:26][C:25]=1[C:31]1[C:32]2[C:55](=[O:56])[CH2:54][CH2:53][C:33]=2[N:34]([CH2:38][C:39]([NH:41][C:42]2[CH:47]=[CH:46][C:45]([C:48]3[NH:52][N:51]=[N:50][N:49]=3)=[CH:44][CH:43]=2)=[O:40])[C:35](=[O:37])[CH:36]=1, predict the reactants needed to synthesize it. The reactants are: [N+]([O-])([O-])=O.[Ce+4].[NH4+].[N+]([O-])([O-])=O.[N+]([O-])([O-])=O.[N+]([O-])([O-])=O.[N+]([O-])([O-])=O.[Cl:23][C:24]1[CH:29]=[CH:28][C:27]([Cl:30])=[CH:26][C:25]=1[CH:31]1[CH2:36][C:35](=[O:37])[N:34]([CH2:38][C:39]([NH:41][C:42]2[CH:47]=[CH:46][C:45]([C:48]3[NH:52][N:51]=[N:50][N:49]=3)=[CH:44][CH:43]=2)=[O:40])[C:33]2[CH2:53][CH2:54][C:55](=[O:56])[C:32]1=2.